From a dataset of Forward reaction prediction with 1.9M reactions from USPTO patents (1976-2016). Predict the product of the given reaction. (1) Given the reactants [F:1][C:2]([F:50])([F:49])[C:3]1[CH:4]=[C:5]([CH:42]=[C:43]([C:45]([F:48])([F:47])[F:46])[CH:44]=1)[CH2:6][N:7]([CH2:24][C:25]1[CH:30]=[C:29]([C:31]([F:34])([F:33])[F:32])[CH:28]=[CH:27][C:26]=1[N:35]([CH2:38][CH2:39][CH2:40][CH3:41])[CH2:36][CH3:37])[C:8]1[N:13]=[CH:12][N:11]=[C:10]([NH:14][CH2:15][CH2:16][C:17]([O:19]C(C)(C)C)=[O:18])[CH:9]=1.O.C(=O)(O)[O-].[Na+], predict the reaction product. The product is: [F:50][C:2]([F:1])([F:49])[C:3]1[CH:4]=[C:5]([CH:42]=[C:43]([C:45]([F:46])([F:47])[F:48])[CH:44]=1)[CH2:6][N:7]([CH2:24][C:25]1[CH:30]=[C:29]([C:31]([F:34])([F:33])[F:32])[CH:28]=[CH:27][C:26]=1[N:35]([CH2:38][CH2:39][CH2:40][CH3:41])[CH2:36][CH3:37])[C:8]1[N:13]=[CH:12][N:11]=[C:10]([NH:14][CH2:15][CH2:16][C:17]([OH:19])=[O:18])[CH:9]=1. (2) Given the reactants C([N:5](CCCC)CCCC)CCC.[CH3:14][O:15][C:16]1[CH:21]=[CH:20][C:19]([N:22]=[C:23]=[O:24])=[CH:18][CH:17]=1.C(O)(C)C.C([O-])(=O)C.[NH4+], predict the reaction product. The product is: [CH3:14][O:15][C:16]1[CH:17]=[CH:18][C:19]([NH:22][C:23]([NH2:5])=[O:24])=[CH:20][CH:21]=1.